This data is from Full USPTO retrosynthesis dataset with 1.9M reactions from patents (1976-2016). The task is: Predict the reactants needed to synthesize the given product. (1) The reactants are: [N+:1]([C:4]1[CH:9]=[CH:8][C:7](B(O)O)=[CH:6][CH:5]=1)([O-:3])=[O:2].Cl[C:14]1[CH:19]=[CH:18][N:17]=[CH:16][C:15]=1[F:20].C(=O)([O-])[O-].[K+].[K+]. Given the product [F:20][C:15]1[CH:16]=[N:17][CH:18]=[CH:19][C:14]=1[C:7]1[CH:8]=[CH:9][C:4]([N+:1]([O-:3])=[O:2])=[CH:5][CH:6]=1, predict the reactants needed to synthesize it. (2) Given the product [C:26]([OH:29])(=[O:28])[CH3:27].[NH2:10][C@@H:11]1[CH2:15][C:14](=[O:16])[N:13]([CH2:17][C:18]2[CH:19]=[CH:20][CH:21]=[CH:22][CH:23]=2)[C:12]1=[O:24], predict the reactants needed to synthesize it. The reactants are: C(OC(=O)[NH:10][C@@H:11]1[CH2:15][C:14](=[O:16])[N:13]([CH2:17][C:18]2[CH:23]=[CH:22][CH:21]=[CH:20][CH:19]=2)[C:12]1=[O:24])C1C=CC=CC=1.[C:26]([OH:29])(=[O:28])[CH3:27]. (3) The reactants are: FC(F)(F)S(O[C:7]1[CH:16]=[CH:15][C:14]2[C:9](=[CH:10][CH:11]=[C:12]([O:17][CH3:18])[CH:13]=2)[C:8]=1[Cl:19])(=O)=O.B([C:25]1[CH:33]=[CH:32][C:28]([C:29]([OH:31])=[O:30])=[CH:27][CH:26]=1)(O)O. Given the product [Cl:19][C:8]1[C:9]2[C:14](=[CH:13][C:12]([O:17][CH3:18])=[CH:11][CH:10]=2)[CH:15]=[CH:16][C:7]=1[C:25]1[CH:33]=[CH:32][C:28]([C:29]([OH:31])=[O:30])=[CH:27][CH:26]=1, predict the reactants needed to synthesize it.